Dataset: Peptide-MHC class II binding affinity with 134,281 pairs from IEDB. Task: Regression. Given a peptide amino acid sequence and an MHC pseudo amino acid sequence, predict their binding affinity value. This is MHC class II binding data. (1) The peptide sequence is SQDLELSWNLNTLQAY. The MHC is DRB1_0401 with pseudo-sequence DRB1_0401. The binding affinity (normalized) is 0.394. (2) The peptide sequence is CRNFFLTQGALLNDRH. The binding affinity (normalized) is 0.531. The MHC is DRB1_0701 with pseudo-sequence DRB1_0701. (3) The peptide sequence is ILPIAEMSVVAMEFG. The MHC is DRB3_0101 with pseudo-sequence DRB3_0101. The binding affinity (normalized) is 0.297. (4) The peptide sequence is EKGYFAATQFEPLAA. The MHC is HLA-DPA10103-DPB10401 with pseudo-sequence HLA-DPA10103-DPB10401. The binding affinity (normalized) is 0.951. (5) The peptide sequence is RPGGAGRDGGQLRIP. The MHC is HLA-DPA10201-DPB11401 with pseudo-sequence HLA-DPA10201-DPB11401. The binding affinity (normalized) is 0.